From a dataset of Reaction yield outcomes from USPTO patents with 853,638 reactions. Predict the reaction yield, written as a fraction of the theoretical maximum amount of product (1.0 means a 100% yield; for example, 0.34 means a 34% yield). (1) The reactants are [CH:1]([C:3]1C=C[C:6]([N:9]2[CH2:14][CH2:13][N:12]([C:15]([O:17][C:18]([CH3:21])([CH3:20])[CH3:19])=[O:16])[CH2:11][CH2:10]2)=[CH:5][C:4]=1O)=O.[C:23]([CH2:25][C:26]([O:28][CH2:29][CH3:30])=[O:27])#[N:24].N1CCCCC1.CC(O)=O. The catalyst is O.CC#N. The product is [C:23]([C:25]1[C:26](=[O:27])[O:28][C:29]2[C:3]([CH:1]=1)=[CH:4][CH:5]=[C:6]([N:9]1[CH2:10][CH2:11][N:12]([C:15]([O:17][C:18]([CH3:21])([CH3:20])[CH3:19])=[O:16])[CH2:13][CH2:14]1)[CH:30]=2)#[N:24]. The yield is 0.670. (2) The reactants are C(N(C(C)C)CC)(C)C.[Cl:10][C:11]1[C:12]([O:21][C:22]2[CH:23]=[N:24][C:25]([O:29][C@@H:30]([CH3:35])[C:31]([F:34])([F:33])[F:32])=[C:26]([Cl:28])[CH:27]=2)=[CH:13][C:14]([F:20])=[C:15]([CH:19]=1)[C:16](O)=[O:17].F[P-](F)(F)(F)(F)F.N1(OC(N(C)C)=[N+](C)C)C2N=CC=CC=2N=N1.[CH3:60][S:61]([NH2:64])(=[O:63])=[O:62]. The catalyst is ClCCl. The product is [Cl:10][C:11]1[C:12]([O:21][C:22]2[CH:23]=[N:24][C:25]([O:29][C@@H:30]([CH3:35])[C:31]([F:34])([F:33])[F:32])=[C:26]([Cl:28])[CH:27]=2)=[CH:13][C:14]([F:20])=[C:15]([CH:19]=1)[C:16]([NH:64][S:61]([CH3:60])(=[O:63])=[O:62])=[O:17]. The yield is 0.560. (3) The reactants are [CH3:1][C:2]1[CH:7]=[CH:6][C:5]([C:8]2[CH:9]=[N:10][CH:11]=[CH:12][CH:13]=2)=[CH:4][C:3]=1[C:14]1[CH:19]=[CH:18][C:17]([NH2:20])=[CH:16][CH:15]=1.C(Cl)CCl.[CH3:25][C:26]1[CH:34]=[N:33][CH:32]=[CH:31][C:27]=1[C:28](O)=[O:29]. The catalyst is C(Cl)Cl. The product is [CH3:25][C:26]1[CH:34]=[N:33][CH:32]=[CH:31][C:27]=1[C:28]([NH:20][C:17]1[CH:16]=[CH:15][C:14]([C:3]2[CH:4]=[C:5]([C:8]3[CH:9]=[N:10][CH:11]=[CH:12][CH:13]=3)[CH:6]=[CH:7][C:2]=2[CH3:1])=[CH:19][CH:18]=1)=[O:29]. The yield is 0.880. (4) The reactants are [CH3:1][NH:2][C:3]1[C:12]2[C:7](=[CH:8][CH:9]=[C:10](B3OC(C)(C)C(C)(C)O3)[CH:11]=2)[N:6]=[C:5]([C:22]2[CH:23]=[N:24][CH:25]=[CH:26][CH:27]=2)[N:4]=1.Br[C:29]1[CH:30]=[CH:31][C:32]2[N:37]([CH2:38][CH3:39])[C:36](=[O:40])[CH2:35][S:34][C:33]=2[CH:41]=1.C(=O)([O-])[O-].[K+].[K+].C(O)C. The catalyst is COCCOC.O.Cl[Pd](Cl)([P](C1C=CC=CC=1)(C1C=CC=CC=1)C1C=CC=CC=1)[P](C1C=CC=CC=1)(C1C=CC=CC=1)C1C=CC=CC=1. The product is [CH2:38]([N:37]1[C:36](=[O:40])[CH2:35][S:34][C:33]2[CH:41]=[C:29]([C:10]3[CH:11]=[C:12]4[C:7](=[CH:8][CH:9]=3)[N:6]=[C:5]([C:22]3[CH:23]=[N:24][CH:25]=[CH:26][CH:27]=3)[N:4]=[C:3]4[NH:2][CH3:1])[CH:30]=[CH:31][C:32]1=2)[CH3:39]. The yield is 0.378. (5) The reactants are [F:1][C:2]1[N:7]=[CH:6][C:5]([NH:8][C:9](=[O:16])OCC(Cl)(Cl)Cl)=[CH:4][CH:3]=1.Cl.Cl.[F:19][C:20]1[C:25]([F:26])=[CH:24][CH:23]=[CH:22][C:21]=1[C:27]1[N:32]=[C:31]([N:33]2[CH2:38][CH2:37][NH:36][CH2:35][CH2:34]2)[CH:30]=[CH:29][N:28]=1. The catalyst is C(OCC)(=O)C. The product is [F:19][C:20]1[C:25]([F:26])=[CH:24][CH:23]=[CH:22][C:21]=1[C:27]1[N:32]=[C:31]([N:33]2[CH2:38][CH2:37][N:36]([C:9]([NH:8][C:5]3[CH:6]=[N:7][C:2]([F:1])=[CH:3][CH:4]=3)=[O:16])[CH2:35][CH2:34]2)[CH:30]=[CH:29][N:28]=1. The yield is 0.750. (6) The reactants are [CH:1]([O:14][C:15]1[C:24]2[N:23]=[CH:22][CH:21]=[N:20][C:19]=2[C:18]([OH:25])=[C:17]2[C:26](=[O:38])[N:27]([CH2:30][C:31]3[CH:36]=[CH:35][C:34]([F:37])=[CH:33][CH:32]=3)[C:28](=[O:29])[C:16]=12)([C:8]1[CH:13]=[CH:12][CH:11]=[CH:10][CH:9]=1)[C:2]1[CH:7]=[CH:6][CH:5]=[CH:4][CH:3]=1.[C:39]([O-])([O-])=O.[K+].[K+].CI. The catalyst is CN(C=O)C. The product is [CH:1]([O:14][C:15]1[C:24]2[N:23]=[CH:22][CH:21]=[N:20][C:19]=2[C:18]([O:25][CH3:39])=[C:17]2[C:26](=[O:38])[N:27]([CH2:30][C:31]3[CH:32]=[CH:33][C:34]([F:37])=[CH:35][CH:36]=3)[C:28](=[O:29])[C:16]=12)([C:2]1[CH:7]=[CH:6][CH:5]=[CH:4][CH:3]=1)[C:8]1[CH:9]=[CH:10][CH:11]=[CH:12][CH:13]=1. The yield is 0.780.